This data is from Catalyst prediction with 721,799 reactions and 888 catalyst types from USPTO. The task is: Predict which catalyst facilitates the given reaction. (1) Reactant: [CH:1]1([O:6][C:7]([NH:9][C@@H:10]([CH2:14][CH2:15][CH2:16][CH2:17][CH2:18][CH:19]=[CH2:20])[C:11]([OH:13])=[O:12])=[O:8])[CH2:5][CH2:4][CH2:3][CH2:2]1.I[CH3:22]. Product: [CH3:22][O:12][C:11](=[O:13])[C@@H:10]([NH:9][C:7]([O:6][CH:1]1[CH2:2][CH2:3][CH2:4][CH2:5]1)=[O:8])[CH2:14][CH2:15][CH2:16][CH2:17][CH2:18][CH:19]=[CH2:20]. The catalyst class is: 21. (2) Reactant: [CH3:1][O:2][C:3]([C:5]1[N:6]([CH2:23][C:24]2[CH:29]=[CH:28][C:27]([C:30](=[O:37])[NH:31][CH2:32][C:33]([O:35]C)=[O:34])=[CH:26][CH:25]=2)[C:7](=[O:22])[C:8]2[C:13]([C:14]=1[C:15]1[CH:20]=[CH:19][CH:18]=[CH:17][CH:16]=1)=[CH:12][C:11]([Br:21])=[CH:10][CH:9]=2)=[O:4].[OH-].[Na+]. Product: [CH3:1][O:2][C:3]([C:5]1[N:6]([CH2:23][C:24]2[CH:25]=[CH:26][C:27]([C:30](=[O:37])[NH:31][CH2:32][C:33]([OH:35])=[O:34])=[CH:28][CH:29]=2)[C:7](=[O:22])[C:8]2[C:13]([C:14]=1[C:15]1[CH:16]=[CH:17][CH:18]=[CH:19][CH:20]=1)=[CH:12][C:11]([Br:21])=[CH:10][CH:9]=2)=[O:4]. The catalyst class is: 111. (3) Reactant: Cl[CH2:2][C:3]([N:5]([CH2:19][C:20]1[CH:25]=[CH:24][CH:23]=[CH:22][C:21]=1[O:26][CH3:27])[C:6]1[CH:11]=[CH:10][CH:9]=[CH:8][C:7]=1[O:12][C:13]1[CH:18]=[CH:17][CH:16]=[CH:15][CH:14]=1)=[O:4].[N-:28]=[N+:29]=[N-:30].[Na+].O. Product: [N:28]([CH2:2][C:3]([N:5]([CH2:19][C:20]1[CH:25]=[CH:24][CH:23]=[CH:22][C:21]=1[O:26][CH3:27])[C:6]1[CH:11]=[CH:10][CH:9]=[CH:8][C:7]=1[O:12][C:13]1[CH:18]=[CH:17][CH:16]=[CH:15][CH:14]=1)=[O:4])=[N+:29]=[N-:30]. The catalyst class is: 9. (4) Reactant: [CH2:1]([O:5][C:6]1[C:15]2[C:10](=[CH:11][CH:12]=[C:13]([F:16])[CH:14]=2)[C:9](=[O:17])[N:8]([CH2:18][C:19]([CH3:22])([CH3:21])[CH3:20])[C:7]=1[CH2:23][N:24]1C(=O)C2C(=CC=CC=2)C1=O)[CH2:2][CH2:3][CH3:4].O.NN.C(=O)([O-])O.[Na+].[C:51](O[C:51]([O:53][C:54]([CH3:57])([CH3:56])[CH3:55])=[O:52])([O:53][C:54]([CH3:57])([CH3:56])[CH3:55])=[O:52]. Product: [CH2:1]([O:5][C:6]1[C:15]2[C:10](=[CH:11][CH:12]=[C:13]([F:16])[CH:14]=2)[C:9](=[O:17])[N:8]([CH2:18][C:19]([CH3:22])([CH3:21])[CH3:20])[C:7]=1[CH2:23][NH:24][C:51](=[O:52])[O:53][C:54]([CH3:55])([CH3:56])[CH3:57])[CH2:2][CH2:3][CH3:4]. The catalyst class is: 40. (5) Reactant: C[O:2][C:3](=[O:18])[C:4]1[CH:9]=[C:8]([C:10]2[CH:15]=[CH:14][C:13]([Cl:16])=[CH:12][CH:11]=2)[C:7]([Cl:17])=[N:6][CH:5]=1.O.[OH-].[Li+].Cl. Product: [Cl:17][C:7]1[C:8]([C:10]2[CH:15]=[CH:14][C:13]([Cl:16])=[CH:12][CH:11]=2)=[CH:9][C:4]([C:3]([OH:18])=[O:2])=[CH:5][N:6]=1. The catalyst class is: 30. (6) Reactant: [OH:1][C:2]1[CH:3]=[C:4]([N:8]2[CH2:12][C@@H:11]3[CH2:13][N:14](C(OC(C)(C)C)=O)[CH2:15][C@@H:10]3[CH2:9]2)[CH:5]=[N:6][CH:7]=1.[ClH:23].O1CCOCC1. Product: [ClH:23].[ClH:23].[OH:1][C:2]1[CH:3]=[C:4]([N:8]2[CH2:9][C@@H:10]3[C@@H:11]([CH2:13][NH:14][CH2:15]3)[CH2:12]2)[CH:5]=[N:6][CH:7]=1. The catalyst class is: 370.